Dataset: Reaction yield outcomes from USPTO patents with 853,638 reactions. Task: Predict the reaction yield, written as a fraction of the theoretical maximum amount of product (1.0 means a 100% yield; for example, 0.34 means a 34% yield). The reactants are C(NC(C)C)(C)C.C([Li])CCC.[F:13][C:14]1[CH:15]=[N:16][CH:17]=[CH:18][CH:19]=1.[Br:20][C:21]1[CH:22]=[C:23]([C:27]([C:35]2[CH:40]=[CH:39][CH:38]=[CH:37][C:36]=2[C:41]#[N:42])=[N:28]S(C(C)(C)C)=O)[CH:24]=[CH:25][CH:26]=1.Cl. The catalyst is O1CCCC1.O. The product is [Br:20][C:21]1[CH:22]=[C:23]([C:27]2([C:19]3[CH:18]=[CH:17][N:16]=[CH:15][C:14]=3[F:13])[C:35]3[C:36](=[CH:37][CH:38]=[CH:39][CH:40]=3)[C:41]([NH2:42])=[N:28]2)[CH:24]=[CH:25][CH:26]=1. The yield is 0.640.